This data is from Forward reaction prediction with 1.9M reactions from USPTO patents (1976-2016). The task is: Predict the product of the given reaction. (1) The product is: [C:14]1([C:6]2[CH:5]=[C:4]([CH2:3][O:29][C:26]3[CH:12]=[CH:13][C:4]([CH2:20][OH:23])=[CH:5][CH:6]=3)[C:13]3[C:8](=[CH:9][CH:10]=[CH:11][CH:12]=3)[N:7]=2)[CH:19]=[CH:18][CH:17]=[CH:16][CH:15]=1. Given the reactants Cl.Cl[CH2:3][C:4]1[C:13]2[C:8](=[CH:9][CH:10]=[CH:11][CH:12]=2)[N:7]=[C:6]([C:14]2[CH:19]=[CH:18][CH:17]=[CH:16][CH:15]=2)[CH:5]=1.[C:20]([O-:23])([O-])=O.[Cs+].[Cs+].[C:26]([O-:29])(O)=O.[Na+], predict the reaction product. (2) Given the reactants C1C2C(COC(=O)[NH:17][CH:18]3[CH:26]4[C:27](=[O:42])[CH2:28][CH:29]([C:31](=[O:41])[NH:32][CH:33]([C:35]5[CH:40]=[CH:39][CH:38]=[CH:37][CH:36]=5)[CH3:34])[CH2:30][N:24]5[C:25]4=[C:21]([CH:22]=[CH:23]5)[CH2:20][CH2:19]3)C3C(=CC=CC=3)C=2C=CC=1.C(NCC)C, predict the reaction product. The product is: [C:35]1([CH:33]([NH:32][C:31]([CH:29]2[CH2:30][N:24]3[C:25]4[CH:26]([CH:18]([NH2:17])[CH2:19][CH2:20][C:21]=4[CH:22]=[CH:23]3)[C:27](=[O:42])[CH2:28]2)=[O:41])[CH3:34])[CH:36]=[CH:37][CH:38]=[CH:39][CH:40]=1.